Dataset: Full USPTO retrosynthesis dataset with 1.9M reactions from patents (1976-2016). Task: Predict the reactants needed to synthesize the given product. (1) Given the product [CH2:6]([O:5][C:1](=[O:4])/[CH:2]=[CH:3]/[O:17][C:13]1[CH:14]=[CH:15][CH:16]=[C:11]([CH:8]([CH3:10])[CH3:9])[CH:12]=1)[CH3:7], predict the reactants needed to synthesize it. The reactants are: [C:1]([O:5][CH2:6][CH3:7])(=[O:4])[C:2]#[CH:3].[CH:8]([C:11]1[CH:12]=[C:13]([OH:17])[CH:14]=[CH:15][CH:16]=1)([CH3:10])[CH3:9].CN1CCOCC1. (2) Given the product [C:1]([C:3]1[CH:4]=[CH:5][C:6]([C:9]2[CH:10]=[N:11][N:12]([C:15]3[CH:23]=[CH:22][C:18]([C:19]([NH:30][CH2:29][CH2:28][O:27][CH:24]([CH3:26])[CH3:25])=[O:20])=[CH:17][N:16]=3)[C:13]=2[OH:14])=[CH:7][CH:8]=1)#[N:2], predict the reactants needed to synthesize it. The reactants are: [C:1]([C:3]1[CH:8]=[CH:7][C:6]([C:9]2[CH:10]=[N:11][N:12]([C:15]3[CH:23]=[CH:22][C:18]([C:19](O)=[O:20])=[CH:17][N:16]=3)[C:13]=2[OH:14])=[CH:5][CH:4]=1)#[N:2].[CH:24]([O:27][CH2:28][CH2:29][NH2:30])([CH3:26])[CH3:25]. (3) Given the product [NH4+:20].[OH-:15].[CH3:10][S:9][C:6]1[CH:7]=[CH:8][C:3]([CH2:2][C:12]2[CH:21]=[N:20][CH:19]=[CH:18][C:13]=2[C:14]([O:16][CH3:17])=[O:15])=[CH:4][CH:5]=1, predict the reactants needed to synthesize it. The reactants are: Br[CH2:2][C:3]1[CH:8]=[CH:7][C:6]([S:9][CH3:10])=[CH:5][CH:4]=1.Cl[C:12]1[CH:21]=[N:20][CH:19]=[CH:18][C:13]=1[C:14]([O:16][CH3:17])=[O:15]. (4) Given the product [C:1]([O:5][C:6]([N:8]1[CH2:12][C@@H:11]([CH2:13][N:14]([CH:15]2[CH2:17][CH2:16]2)[C:36]([CH:34]2[C:33]3[C:28](=[CH:29][CH:30]=[CH:31][CH:32]=3)[NH:27][C:26](=[O:25])[CH2:35]2)=[O:37])[C@H:10]([CH2:18][C:19]2[CH:20]=[CH:21][CH:22]=[CH:23][CH:24]=2)[CH2:9]1)=[O:7])([CH3:4])([CH3:2])[CH3:3], predict the reactants needed to synthesize it. The reactants are: [C:1]([O:5][C:6]([N:8]1[CH2:12][C@@H:11]([CH2:13][NH:14][CH:15]2[CH2:17][CH2:16]2)[C@H:10]([CH2:18][C:19]2[CH:24]=[CH:23][CH:22]=[CH:21][CH:20]=2)[CH2:9]1)=[O:7])([CH3:4])([CH3:3])[CH3:2].[O:25]=[C:26]1[CH2:35][CH:34]([C:36](O)=[O:37])[C:33]2[C:28](=[CH:29][CH:30]=[CH:31][CH:32]=2)[NH:27]1.